From a dataset of Catalyst prediction with 721,799 reactions and 888 catalyst types from USPTO. Predict which catalyst facilitates the given reaction. (1) Reactant: [Cl:1][C:2]1[CH:7]=[CH:6][C:5]([CH:8](O)[C:9]2[C:10]([C:17]([O:19][CH2:20][CH3:21])=[O:18])=[N:11][N:12]([CH:14]([CH3:16])[CH3:15])[CH:13]=2)=[CH:4][CH:3]=1.[NH2:23][C:24]1[CH:25]=[C:26]([Cl:32])[C:27](=[O:31])[N:28]([CH3:30])[CH:29]=1. Product: [Cl:32][C:26]1[C:27](=[O:31])[N:28]([CH3:30])[CH:29]=[C:24]([NH:23][CH:8]([C:5]2[CH:6]=[CH:7][C:2]([Cl:1])=[CH:3][CH:4]=2)[C:9]2[C:10]([C:17]([O:19][CH2:20][CH3:21])=[O:18])=[N:11][N:12]([CH:14]([CH3:16])[CH3:15])[CH:13]=2)[CH:25]=1. The catalyst class is: 25. (2) Reactant: [CH3:1][O:2][C:3]1[CH:8]=[CH:7][C:6]([N:9]2[C:13]3=[C:14]4[C:18](=[CH:19][CH:20]=[C:12]3[C:11]([C:21]#[N:22])=[N:10]2)[NH:17][N:16]=[CH:15]4)=[CH:5][CH:4]=1.Cl.[NH2:24][OH:25].C(=O)([O-])[O-].[Na+].[Na+]. Product: [OH:25][N:24]=[C:21]([C:11]1[C:12]2[C:13](=[C:14]3[C:18](=[CH:19][CH:20]=2)[NH:17][N:16]=[CH:15]3)[N:9]([C:6]2[CH:7]=[CH:8][C:3]([O:2][CH3:1])=[CH:4][CH:5]=2)[N:10]=1)[NH2:22]. The catalyst class is: 40. (3) Reactant: CC(OI1(OC(C)=O)(OC(C)=O)OC(=O)C2C=CC=CC1=2)=O.[C:23]([O:27][C:28]([N:30]([CH2:39][C:40]([O:42][C:43]([CH3:46])([CH3:45])[CH3:44])=[O:41])[C:31]1[CH:36]=[CH:35][CH:34]=[C:33]([CH2:37][OH:38])[N:32]=1)=[O:29])([CH3:26])([CH3:25])[CH3:24].S([O-])([O-])(=O)=S.[Na+].[Na+]. Product: [C:23]([O:27][C:28]([N:30]([CH2:39][C:40]([O:42][C:43]([CH3:46])([CH3:45])[CH3:44])=[O:41])[C:31]1[CH:36]=[CH:35][CH:34]=[C:33]([CH:37]=[O:38])[N:32]=1)=[O:29])([CH3:26])([CH3:25])[CH3:24]. The catalyst class is: 2. (4) Reactant: [CH3:1][C:2]1[C:7]([C:8](O)=[O:9])=[C:6]([NH:11][C:12]2[CH:17]=[CH:16][CH:15]=[C:14]([CH3:18])[CH:13]=2)[N:5]=[C:4]([S:19][CH3:20])[N:3]=1.C([N:24](C(C)C)CC)(C)C.[OH-].[NH4+]. Product: [CH3:1][C:2]1[C:7]([C:8]([NH2:24])=[O:9])=[C:6]([NH:11][C:12]2[CH:17]=[CH:16][CH:15]=[C:14]([CH3:18])[CH:13]=2)[N:5]=[C:4]([S:19][CH3:20])[N:3]=1. The catalyst class is: 3. (5) The catalyst class is: 24. Reactant: FC(F)(F)C([N:5]1[CH2:11][CH:10]([CH3:12])[C:9]2[CH:13]=[C:14]([C:19]3[S:20][CH:21]=[CH:22][CH:23]=3)[C:15]([O:17][CH3:18])=[CH:16][C:8]=2[CH2:7][CH2:6]1)=O.[OH-].[Na+]. Product: [CH3:18][O:17][C:15]1[C:14]([C:19]2[S:20][CH:21]=[CH:22][CH:23]=2)=[CH:13][C:9]2[CH:10]([CH3:12])[CH2:11][NH:5][CH2:6][CH2:7][C:8]=2[CH:16]=1. (6) Reactant: [CH3:1][O:2][C:3]1[C:12]([O:13][CH3:14])=[C:11]([O:15][CH3:16])[CH:10]=[C:9]2[C:4]=1[C:5](=[O:26])[CH:6]=[C:7]([C:17]1[CH:22]=[CH:21][C:20]([N+:23]([O-])=O)=[CH:19][CH:18]=1)[O:8]2. Product: [NH2:23][C:20]1[CH:19]=[CH:18][C:17]([C:7]2[O:8][C:9]3[C:4]([C:5](=[O:26])[CH:6]=2)=[C:3]([O:2][CH3:1])[C:12]([O:13][CH3:14])=[C:11]([O:15][CH3:16])[CH:10]=3)=[CH:22][CH:21]=1. The catalyst class is: 12.